Dataset: Full USPTO retrosynthesis dataset with 1.9M reactions from patents (1976-2016). Task: Predict the reactants needed to synthesize the given product. The reactants are: [C:1]([N:4]1[C:13]2[C:8](=[CH:9][CH:10]=[CH:11][CH:12]=2)[C@@H:7]([OH:14])[CH2:6][C@@H:5]1[CH3:15])(=[O:3])[CH3:2].[F:16][C:17]1[CH:18]=[C:19]([CH:21]=[CH:22][CH:23]=1)N. Given the product [C:1]([N:4]1[C:13]2[C:8](=[CH:9][CH:10]=[CH:11][CH:12]=2)[C@H:7]([O:14][C:22]2[CH:21]=[CH:19][CH:18]=[C:17]([F:16])[CH:23]=2)[CH2:6][C@@H:5]1[CH3:15])(=[O:3])[CH3:2], predict the reactants needed to synthesize it.